Dataset: Peptide-MHC class I binding affinity with 185,985 pairs from IEDB/IMGT. Task: Regression. Given a peptide amino acid sequence and an MHC pseudo amino acid sequence, predict their binding affinity value. This is MHC class I binding data. (1) The peptide sequence is RVACRDVEV. The MHC is HLA-A23:01 with pseudo-sequence HLA-A23:01. The binding affinity (normalized) is 0.213. (2) The MHC is HLA-A11:01 with pseudo-sequence HLA-A11:01. The peptide sequence is MILLTMKNK. The binding affinity (normalized) is 0.344. (3) The peptide sequence is GMRGLVLAT. The MHC is HLA-A02:01 with pseudo-sequence HLA-A02:01. The binding affinity (normalized) is 0.242. (4) The peptide sequence is SPRTLNAWV. The MHC is HLA-B44:02 with pseudo-sequence HLA-B44:02. The binding affinity (normalized) is 0.0633. (5) The peptide sequence is SPIINRKGKV. The MHC is HLA-B51:01 with pseudo-sequence HLA-B51:01. The binding affinity (normalized) is 0. (6) The peptide sequence is HYGVRTCEG. The MHC is H-2-Kd with pseudo-sequence YVAFYEQRASDWFVSTAYFRFQFYTWADYAYEWY. The binding affinity (normalized) is 0.129. (7) The binding affinity (normalized) is 0.0847. The MHC is HLA-B39:01 with pseudo-sequence HLA-B39:01. The peptide sequence is NMAPEKVDF. (8) The peptide sequence is KAVYNFATM. The MHC is HLA-C14:02 with pseudo-sequence HLA-C14:02. The binding affinity (normalized) is 0.335. (9) The peptide sequence is REAYCQEFSL. The MHC is HLA-B40:02 with pseudo-sequence HLA-B40:02. The binding affinity (normalized) is 0.972. (10) The peptide sequence is ELTTVFIKY. The MHC is HLA-A68:01 with pseudo-sequence HLA-A68:01. The binding affinity (normalized) is 0.376.